Task: Regression. Given two drug SMILES strings and cell line genomic features, predict the synergy score measuring deviation from expected non-interaction effect.. Dataset: NCI-60 drug combinations with 297,098 pairs across 59 cell lines (1) Drug 1: CNC(=O)C1=CC=CC=C1SC2=CC3=C(C=C2)C(=NN3)C=CC4=CC=CC=N4. Drug 2: C1CCC(C1)C(CC#N)N2C=C(C=N2)C3=C4C=CNC4=NC=N3. Cell line: LOX IMVI. Synergy scores: CSS=7.55, Synergy_ZIP=-2.36, Synergy_Bliss=1.45, Synergy_Loewe=3.72, Synergy_HSA=3.98. (2) Drug 1: CCCS(=O)(=O)NC1=C(C(=C(C=C1)F)C(=O)C2=CNC3=C2C=C(C=N3)C4=CC=C(C=C4)Cl)F. Drug 2: CS(=O)(=O)C1=CC(=C(C=C1)C(=O)NC2=CC(=C(C=C2)Cl)C3=CC=CC=N3)Cl. Cell line: CAKI-1. Synergy scores: CSS=22.0, Synergy_ZIP=5.99, Synergy_Bliss=14.2, Synergy_Loewe=10.5, Synergy_HSA=14.4.